This data is from Forward reaction prediction with 1.9M reactions from USPTO patents (1976-2016). The task is: Predict the product of the given reaction. (1) Given the reactants [CH:1]1([CH2:7][S:8][C:9]2[CH:10]=[C:11]([CH:14]=[C:15]([OH:17])[CH:16]=2)[CH:12]=[O:13])[CH2:6][CH2:5][CH2:4][CH2:3][CH2:2]1.[C:18](#[N:20])[CH3:19], predict the reaction product. The product is: [CH:1]1([CH2:7][S:8][C:9]2[CH:10]=[C:11]([CH:12]([OH:13])[CH2:19][C:18]#[N:20])[CH:14]=[C:15]([OH:17])[CH:16]=2)[CH2:2][CH2:3][CH2:4][CH2:5][CH2:6]1. (2) Given the reactants [OH:1][C:2]1[CH:3]=[C:4]([CH:31]=[CH:32][C:33]=1[O:34][CH3:35])[CH2:5][CH:6]1[C:15]2[C:10](=[CH:11][C:12]([O:18][CH3:19])=[C:13]([O:16][CH3:17])[CH:14]=2)[CH2:9][CH2:8][N:7]1[CH2:20][C:21]([NH:23][CH2:24][C:25]1[CH:30]=[CH:29][CH:28]=[CH:27][CH:26]=1)=[O:22].Cl[C:37]1[N:42]=[CH:41][CH:40]=[CH:39][N:38]=1, predict the reaction product. The product is: [N:38]1[CH:39]=[CH:40][CH:41]=[N:42][C:37]=1[O:1][C:2]1[CH:3]=[C:4]([CH:31]=[CH:32][C:33]=1[O:34][CH3:35])[CH2:5][CH:6]1[C:15]2[C:10](=[CH:11][C:12]([O:18][CH3:19])=[C:13]([O:16][CH3:17])[CH:14]=2)[CH2:9][CH2:8][N:7]1[CH2:20][C:21]([NH:23][CH2:24][C:25]1[CH:30]=[CH:29][CH:28]=[CH:27][CH:26]=1)=[O:22].